Regression. Given a peptide amino acid sequence and an MHC pseudo amino acid sequence, predict their binding affinity value. This is MHC class I binding data. From a dataset of Peptide-MHC class I binding affinity with 185,985 pairs from IEDB/IMGT. (1) The peptide sequence is LEHGSCVTTM. The MHC is HLA-B40:01 with pseudo-sequence HLA-B40:01. The binding affinity (normalized) is 0.614. (2) The peptide sequence is YLLMHLVSLY. The MHC is HLA-A03:01 with pseudo-sequence HLA-A03:01. The binding affinity (normalized) is 0.397. (3) The binding affinity (normalized) is 0.0847. The peptide sequence is AYDDAEQMY. The MHC is HLA-A11:01 with pseudo-sequence HLA-A11:01. (4) The peptide sequence is RTRAGRHAF. The MHC is HLA-C15:02 with pseudo-sequence HLA-C15:02. The binding affinity (normalized) is 0.0847. (5) The peptide sequence is VWKQLFPEL. The MHC is HLA-B57:01 with pseudo-sequence HLA-B57:01. The binding affinity (normalized) is 0.0847. (6) The peptide sequence is TTNNLLEQLI. The MHC is HLA-A02:06 with pseudo-sequence HLA-A02:06. The binding affinity (normalized) is 0.124.